The task is: Predict which catalyst facilitates the given reaction.. This data is from Catalyst prediction with 721,799 reactions and 888 catalyst types from USPTO. (1) Reactant: [CH2:1]1[CH:8]2[NH:9][CH:3]([CH2:4][C:5]([CH2:7]2)=[O:6])[CH2:2]1.[CH3:10][C:11]([O:14][C:15](O[C:15]([O:14][C:11]([CH3:13])([CH3:12])[CH3:10])=[O:16])=[O:16])([CH3:13])[CH3:12].CCN(CC)CC. Product: [O:6]=[C:5]1[CH2:4][CH:3]2[N:9]([C:15]([O:14][C:11]([CH3:13])([CH3:12])[CH3:10])=[O:16])[CH:8]([CH2:1][CH2:2]2)[CH2:7]1. The catalyst class is: 64. (2) The catalyst class is: 283. Reactant: [N:1]1[CH:6]=[CH:5][CH:4]=[C:3]([CH2:7][C@H:8]([C:10]([OH:12])=[O:11])[NH2:9])[CH:2]=1.[CH3:13][C:14]([O:17][C:18](O[C:18]([O:17][C:14]([CH3:16])([CH3:15])[CH3:13])=[O:19])=[O:19])([CH3:16])[CH3:15].C(N(CC)CC)C. Product: [C:18]([NH:9][C@@H:8]([C:10]([OH:12])=[O:11])[CH2:7][C:3]1[CH:2]=[N:1][CH:6]=[CH:5][CH:4]=1)([O:17][C:14]([CH3:16])([CH3:15])[CH3:13])=[O:19]. (3) Reactant: Cl.[NH:2]1[C:7]2[N:8]=[CH:9][CH:10]=[CH:11][C:6]=2[C:5]2([CH2:16][CH2:15][NH:14][CH2:13][CH2:12]2)[O:4][C:3]1=[O:17].Cl[C:19]1[N:24]=[CH:23][N:22]=[C:21]([O:25][C:26]2[CH:39]=[C:38]([CH3:40])[C:29]3[NH:30][C:31]([CH:33]4[CH2:37][CH2:36][O:35][CH2:34]4)=[N:32][C:28]=3[CH:27]=2)[CH:20]=1.CCN(C(C)C)C(C)C.C([O-])(O)=O.[Na+]. Product: [CH3:40][C:38]1[C:29]2[NH:30][C:31]([CH:33]3[CH2:37][CH2:36][O:35][CH2:34]3)=[N:32][C:28]=2[CH:27]=[C:26]([O:25][C:21]2[N:22]=[CH:23][N:24]=[C:19]([N:14]3[CH2:13][CH2:12][C:5]4([O:4][C:3](=[O:17])[NH:2][C:7]5[N:8]=[CH:9][CH:10]=[CH:11][C:6]4=5)[CH2:16][CH2:15]3)[CH:20]=2)[CH:39]=1. The catalyst class is: 3. (4) Reactant: [F:1][C:2]1[CH:3]=[C:4]([C:9]2[CH:18]=[N:17][C:16]3[C:15]([C:19](O)=[O:20])=[C:14]([OH:22])[C:13](C4C=CC(F)=C(F)C=4)=[CH:12][C:11]=3[N:10]=2)[CH:5]=[CH:6][C:7]=1[F:8].[Br:31]C1C(O)=C(C(O)=O)C2N=CC(C3C=CC(F)=C(F)C=3)=NC=2C=1.Cl.C([NH:57][CH2:58][C:59]([OH:61])=[O:60])C.C(N([CH2:67][CH3:68])CC)C.C1CN([P+](ON2N=NC3C=CC=CC2=3)(N2CCCC2)N2CCCC2)CC1.F[P-](F)(F)(F)(F)F. Product: [Br:31][C:13]1[CH:12]=[C:11]2[C:16]([N:17]=[CH:18][C:9]([C:4]3[CH:5]=[CH:6][C:7]([F:8])=[C:2]([F:1])[CH:3]=3)=[N:10]2)=[C:15]([C:19]([NH:57][CH2:58][C:59]([O:61][CH2:67][CH3:68])=[O:60])=[O:20])[C:14]=1[OH:22]. The catalyst class is: 9. (5) Reactant: Cl.[NH2:2][CH2:3][CH2:4][C:5]([O:7][CH2:8][CH3:9])=[O:6].[F:10][C:11]1[CH:16]=[CH:15][CH:14]=[C:13](F)[C:12]=1[N+:18]([O-:20])=[O:19].C(=O)([O-])[O-].[K+].[K+]. Product: [F:10][C:11]1[C:12]([N+:18]([O-:20])=[O:19])=[C:13]([NH:2][CH2:3][CH2:4][C:5]([O:7][CH2:8][CH3:9])=[O:6])[CH:14]=[CH:15][CH:16]=1. The catalyst class is: 1. (6) Reactant: [CH2:1]([O:3][C:4]1[CH:5]=[C:6]([CH:12]([N:17]2[C:25](=[O:26])[C:24]3[C:19](=[CH:20][CH:21]=[CH:22][C:23]=3[NH:27][C:28](=[O:30])[CH3:29])[C:18]2=[O:31])[CH2:13][CH:14]([OH:16])[CH3:15])[CH:7]=[CH:8][C:9]=1[O:10][CH3:11])[CH3:2].C1C=CC(N=NC2C=CC(N)=NC=2N)=CC=1.Cl.[Cr](Cl)([O-])(=O)=O. Product: [CH2:1]([O:3][C:4]1[CH:5]=[C:6]([CH:12]([N:17]2[C:25](=[O:26])[C:24]3[C:19](=[CH:20][CH:21]=[CH:22][C:23]=3[NH:27][C:28](=[O:30])[CH3:29])[C:18]2=[O:31])[CH2:13][C:14](=[O:16])[CH3:15])[CH:7]=[CH:8][C:9]=1[O:10][CH3:11])[CH3:2]. The catalyst class is: 2.